This data is from Peptide-MHC class I binding affinity with 185,985 pairs from IEDB/IMGT. The task is: Regression. Given a peptide amino acid sequence and an MHC pseudo amino acid sequence, predict their binding affinity value. This is MHC class I binding data. The peptide sequence is ETTQALQLF. The MHC is HLA-A80:01 with pseudo-sequence HLA-A80:01. The binding affinity (normalized) is 0.0847.